This data is from Reaction yield outcomes from USPTO patents with 853,638 reactions. The task is: Predict the reaction yield, written as a fraction of the theoretical maximum amount of product (1.0 means a 100% yield; for example, 0.34 means a 34% yield). (1) The catalyst is CS(C)=O. The reactants are [CH2:1]([S:3]([N:6]1[CH2:11][CH2:10][CH:9]([C:12]2[C:20]3[C:15](=[C:16]([C:28]([NH2:30])=[O:29])[CH:17]=[C:18]([C:21]4[CH:25]=[C:24]([CH:26]=O)[S:23][CH:22]=4)[CH:19]=3)[NH:14][CH:13]=2)[CH2:8][CH2:7]1)(=[O:5])=[O:4])[CH3:2].[C:31]1([CH:37]2[CH2:41][CH2:40][CH2:39][NH:38]2)[CH:36]=[CH:35][CH:34]=[CH:33][CH:32]=1.C(O[BH-](OC(=O)C)OC(=O)C)(=O)C.[Na+]. The product is [CH2:1]([S:3]([N:6]1[CH2:11][CH2:10][CH:9]([C:12]2[C:20]3[C:15](=[C:16]([C:28]([NH2:30])=[O:29])[CH:17]=[C:18]([C:21]4[CH:25]=[C:24]([CH2:26][N:38]5[CH2:39][CH2:40][CH2:41][CH:37]5[C:31]5[CH:36]=[CH:35][CH:34]=[CH:33][CH:32]=5)[S:23][CH:22]=4)[CH:19]=3)[NH:14][CH:13]=2)[CH2:8][CH2:7]1)(=[O:4])=[O:5])[CH3:2]. The yield is 0.220. (2) The reactants are [NH2:1][C:2]1[C:7]([O:8][CH2:9][CH:10]2[CH2:15][CH2:14][N:13]([C:16]([O:18][C:19]([CH3:22])([CH3:21])[CH3:20])=[O:17])[CH2:12][CH2:11]2)=[CH:6][C:5](B2OC(C)(C)C(C)(C)O2)=[CH:4][N:3]=1.Br[C:33]1[N:34]=[N:35][N:36]([CH3:38])[CH:37]=1.C([O-])([O-])=O.[Cs+].[Cs+]. The catalyst is C1(C)C=CC=CC=1.CCO.C1C=CC([P]([Pd]([P](C2C=CC=CC=2)(C2C=CC=CC=2)C2C=CC=CC=2)([P](C2C=CC=CC=2)(C2C=CC=CC=2)C2C=CC=CC=2)[P](C2C=CC=CC=2)(C2C=CC=CC=2)C2C=CC=CC=2)(C2C=CC=CC=2)C2C=CC=CC=2)=CC=1. The product is [NH2:1][C:2]1[C:7]([O:8][CH2:9][CH:10]2[CH2:11][CH2:12][N:13]([C:16]([O:18][C:19]([CH3:22])([CH3:20])[CH3:21])=[O:17])[CH2:14][CH2:15]2)=[CH:6][C:5]([C:33]2[N:34]=[N:35][N:36]([CH3:38])[CH:37]=2)=[CH:4][N:3]=1. The yield is 0.970. (3) The reactants are [CH2:1]([N:8]1[CH:12]=[CH:11][CH:10]=[C:9]1[CH:13]=[O:14])[C:2]1[CH:7]=[CH:6][CH:5]=[CH:4][CH:3]=1.[CH:15]([Mg]Br)([CH3:17])[CH3:16]. The product is [CH2:1]([N:8]1[CH:12]=[CH:11][CH:10]=[C:9]1[CH:13]([OH:14])[CH:15]([CH3:17])[CH3:16])[C:2]1[CH:3]=[CH:4][CH:5]=[CH:6][CH:7]=1. The yield is 0.560. The catalyst is C1COCC1. (4) The reactants are CC1C=CC(S(O[CH2:12][CH2:13][CH2:14][CH2:15][C:16]2[C:24]3[C:19](=[CH:20][CH:21]=[C:22]([C:25]#[N:26])[CH:23]=3)[NH:18][CH:17]=2)(=O)=O)=CC=1.[CH3:27][O:28][C:29]1[CH:34]=[C:33]([O:35][CH3:36])[N:32]=[C:31]([N:37]2[CH2:42][CH2:41][NH:40][CH2:39][CH2:38]2)[N:30]=1.C(=O)([O-])[O-].[K+].[K+].[I-].[K+]. The catalyst is C(#N)C. The product is [CH3:27][O:28][C:29]1[CH:34]=[C:33]([O:35][CH3:36])[N:32]=[C:31]([N:37]2[CH2:38][CH2:39][N:40]([CH2:12][CH2:13][CH2:14][CH2:15][C:16]3[C:24]4[C:19](=[CH:20][CH:21]=[C:22]([C:25]#[N:26])[CH:23]=4)[NH:18][CH:17]=3)[CH2:41][CH2:42]2)[N:30]=1. The yield is 0.670.